This data is from Forward reaction prediction with 1.9M reactions from USPTO patents (1976-2016). The task is: Predict the product of the given reaction. (1) Given the reactants [C:1]([O:5][C:6](=[O:36])[NH:7][C:8]1([C:12]2[CH:17]=[CH:16][C:15]([C:18]3[C:27](=[O:28])[C:26]4[C:21](=[CH:22][CH:23]=[C:24](F)[CH:25]=4)[O:20][C:19]=3[C:30]3[CH:35]=[CH:34][CH:33]=[CH:32][CH:31]=3)=[CH:14][CH:13]=2)[CH2:11][CH2:10][CH2:9]1)([CH3:4])([CH3:3])[CH3:2].IC1C(=O)C2C(=CC(OC)=CC=2)[O:40][C:39]=1C1C=CC=CC=1, predict the reaction product. The product is: [C:1]([O:5][C:6](=[O:36])[NH:7][C:8]1([C:12]2[CH:17]=[CH:16][C:15]([C:18]3[C:27](=[O:28])[C:26]4[C:21](=[CH:22][C:23]([O:40][CH3:39])=[CH:24][CH:25]=4)[O:20][C:19]=3[C:30]3[CH:35]=[CH:34][CH:33]=[CH:32][CH:31]=3)=[CH:14][CH:13]=2)[CH2:11][CH2:10][CH2:9]1)([CH3:4])([CH3:3])[CH3:2]. (2) Given the reactants [Cl:1][C:2]1[CH:7]=[C:6]([Cl:8])[CH:5]=[CH:4][C:3]=1[N:9]1[C:16]2[C@@H:15]3[CH2:17][C@@H:14]3[CH2:13][C:12]=2[C:11]([C:18](O)=[O:19])=[N:10]1.[OH:21][CH2:22][C:23]1([NH2:26])[CH2:25][CH2:24]1, predict the reaction product. The product is: [OH:21][CH2:22][C:23]1([NH:26][C:18]([C:11]2[C:12]3[CH2:13][C@H:14]4[CH2:17][C@H:15]4[C:16]=3[N:9]([C:3]3[CH:4]=[CH:5][C:6]([Cl:8])=[CH:7][C:2]=3[Cl:1])[N:10]=2)=[O:19])[CH2:25][CH2:24]1. (3) Given the reactants [CH3:1][C:2]1[N:3]=[C:4]2[C:9]([C:10]3[CH:33]=[CH:32][C:13]([O:14][C:15]4[N:19](COCC[Si](C)(C)C)[C:18]5[CH:28]=[CH:29][CH:30]=[CH:31][C:17]=5[N:16]=4)=[CH:12][CH:11]=3)=[CH:8][CH:7]=[CH:6][N:5]2[CH:34]=1, predict the reaction product. The product is: [CH3:1][C:2]1[N:3]=[C:4]2[C:9]([C:10]3[CH:33]=[CH:32][C:13]([O:14][C:15]4[NH:19][C:18]5[CH:28]=[CH:29][CH:30]=[CH:31][C:17]=5[N:16]=4)=[CH:12][CH:11]=3)=[CH:8][CH:7]=[CH:6][N:5]2[CH:34]=1. (4) Given the reactants O=[C:2]1[C:11]2[N:10]=[CH:9][CH:8]=[CH:7][C:6]=2[CH:5]=[C:4]([CH:12]2[CH2:17][CH2:16][CH:15]([C:18]([OH:20])=[O:19])[CH2:14][CH2:13]2)[NH:3]1.C1(C)C=CC=CC=1.P(Cl)(Cl)([Cl:30])=O.[OH-].[Na+], predict the reaction product. The product is: [Cl:30][C:2]1[N:3]=[C:4]([CH:12]2[CH2:17][CH2:16][CH:15]([C:18]([OH:20])=[O:19])[CH2:14][CH2:13]2)[CH:5]=[C:6]2[C:11]=1[N:10]=[CH:9][CH:8]=[CH:7]2. (5) Given the reactants Br[C:2]1[C:10]2[O:9][C:8]([C:11]3[CH:16]=[CH:15][C:14]([O:17]C)=[CH:13][CH:12]=3)=[N:7][C:6]=2[CH:5]=[C:4]([O:19]C)[CH:3]=1.C([Sn](CCCC)(CCCC)[C:26]1[S:27][CH:28]=[CH:29][N:30]=1)CCC, predict the reaction product. The product is: [OH:17][C:14]1[CH:13]=[CH:12][C:11]([C:8]2[O:9][C:10]3[C:2]([C:26]4[S:27][CH:28]=[CH:29][N:30]=4)=[CH:3][C:4]([OH:19])=[CH:5][C:6]=3[N:7]=2)=[CH:16][CH:15]=1. (6) Given the reactants Br[C:2]1[CH:10]=[C:9]([F:11])[C:8]([O:12][CH3:13])=[CH:7][C:3]=1[C:4]([OH:6])=[O:5].[Br:14][C:15]1[CH:20]=[CH:19][C:18]([OH:21])=[CH:17][CH:16]=1.C([O-])([O-])=O.[Cs+].[Cs+], predict the reaction product. The product is: [Br:14][C:15]1[CH:20]=[CH:19][C:18]([O:21][C:2]2[CH:10]=[C:9]([F:11])[C:8]([O:12][CH3:13])=[CH:7][C:3]=2[C:4]([OH:6])=[O:5])=[CH:17][CH:16]=1. (7) Given the reactants Br[C:2]1[CH:3]=[CH:4][C:5]([NH:8][C:9](=[O:11])[CH3:10])=[N:6][CH:7]=1.[B:12]1([B:12]2[O:16][C:15]([CH3:18])([CH3:17])[C:14]([CH3:20])([CH3:19])[O:13]2)[O:16][C:15]([CH3:18])([CH3:17])[C:14]([CH3:20])([CH3:19])[O:13]1.C([O-])(=O)C.[K+], predict the reaction product. The product is: [CH3:19][C:14]1([CH3:20])[C:15]([CH3:18])([CH3:17])[O:16][B:12]([C:2]2[CH:3]=[CH:4][C:5]([NH:8][C:9](=[O:11])[CH3:10])=[N:6][CH:7]=2)[O:13]1. (8) The product is: [F:16][C:17]1[CH:18]=[CH:19][C:20]2=[C:21]([CH:37]=1)[O:22][CH2:23][C:24]1[CH:34]=[C:33]([CH:35]([OH:36])[C:9]3[N:5]4[CH:6]=[CH:7][CH:8]=[C:3]([O:2][CH3:1])[C:4]4=[N:11][C:10]=3[CH2:12][O:13][CH3:14])[CH:32]=[CH:31][C:25]=1/[C:26]/2=[C:27](/[CH3:30])\[C:28]#[N:29]. Given the reactants [CH3:1][O:2][C:3]1[C:4]2[N:5]([C:9](I)=[C:10]([CH2:12][O:13][CH3:14])[N:11]=2)[CH:6]=[CH:7][CH:8]=1.[F:16][C:17]1[CH:18]=[CH:19][C:20]2=[C:21]([CH:37]=1)[O:22][CH2:23][C:24]1[CH:34]=[C:33]([CH:35]=[O:36])[CH:32]=[CH:31][C:25]=1/[C:26]/2=[C:27](/[CH3:30])\[C:28]#[N:29], predict the reaction product. (9) Given the reactants C[Si]([N-][Si](C)(C)C)(C)C.[K+].[CH:11]([CH:13]1[CH2:18][CH2:17][CH2:16][N:15]([C:19]([O:21][C:22]([CH3:25])([CH3:24])[CH3:23])=[O:20])[CH2:14]1)=O.[C:26]1(P(=O)(C2C=CC=CC=2)C2C=CC=CC=2)C=CC=CC=1, predict the reaction product. The product is: [CH:11]([CH:13]1[CH2:18][CH2:17][CH2:16][N:15]([C:19]([O:21][C:22]([CH3:25])([CH3:24])[CH3:23])=[O:20])[CH2:14]1)=[CH2:26]. (10) Given the reactants [NH2:1][C:2]1[S:3][CH:4]=[C:5](/[C:7](=[N:43]/[OH:44])/[C:8]([NH:10][C@@H:11]2[C:41](=[O:42])[N:13]3[C:14]([C:25]([O:27]C(C4C=CC=CC=4)C4C=CC=CC=4)=[O:26])=[C:15]([S:18][CH2:19][C:20]4[CH:21]=[N:22][NH:23][CH:24]=4)[CH2:16][S:17][C@H:12]23)=[O:9])[N:6]=1.FC(F)(F)C(O)=O, predict the reaction product. The product is: [NH2:1][C:2]1[S:3][CH:4]=[C:5](/[C:7](=[N:43]/[OH:44])/[C:8]([NH:10][C@@H:11]2[C:41](=[O:42])[N:13]3[C:14]([C:25]([OH:27])=[O:26])=[C:15]([S:18][CH2:19][C:20]4[CH:21]=[N:22][NH:23][CH:24]=4)[CH2:16][S:17][C@H:12]23)=[O:9])[N:6]=1.